This data is from Forward reaction prediction with 1.9M reactions from USPTO patents (1976-2016). The task is: Predict the product of the given reaction. (1) Given the reactants C(P(C(C)(C)C)C(C)(C)C)(C)(C)C.Br[C:15]1[CH:16]=[CH:17][C:18]([OH:23])=[C:19]([CH:22]=1)[CH:20]=[O:21].[CH2:24]([N:31]1[CH2:36][CH2:35][NH:34][CH2:33][CH2:32]1)[C:25]1[CH:30]=[CH:29][CH:28]=[CH:27][CH:26]=1.CC(C)([O-])C.[Na+], predict the reaction product. The product is: [CH2:24]([N:31]1[CH2:36][CH2:35][N:34]([C:15]2[CH:16]=[CH:17][C:18]([OH:23])=[C:19]([CH:22]=2)[CH:20]=[O:21])[CH2:33][CH2:32]1)[C:25]1[CH:26]=[CH:27][CH:28]=[CH:29][CH:30]=1. (2) Given the reactants FC1C=C(F)C=CC=1CN1C(=O)C=CC(CC2C3C(=CC=CC=3)N(CC(OC)=O)C=2C)=C1.[F:33][C:34]1[CH:35]=[C:36]2[C:40](=[CH:41][CH:42]=1)[N:39]([CH2:43][C:44]([O:46][CH3:47])=[O:45])[C:38]([CH3:48])=[C:37]2[CH2:49][C:50]1[CH:55]=[CH:54][C:53](=[O:56])[NH:52][CH:51]=1.C(=O)([O-])[O-].[K+].[K+].[F:63][C:64]1[CH:65]=[C:66]([CH:69]=[CH:70][C:71]=1[F:72])[CH2:67]Br, predict the reaction product. The product is: [F:63][C:64]1[CH:65]=[C:66]([CH:69]=[CH:70][C:71]=1[F:72])[CH2:67][N:52]1[C:53](=[O:56])[CH:54]=[CH:55][C:50]([CH2:49][C:37]2[C:36]3[C:40](=[CH:41][CH:42]=[C:34]([F:33])[CH:35]=3)[N:39]([CH2:43][C:44]([O:46][CH3:47])=[O:45])[C:38]=2[CH3:48])=[CH:51]1.